From a dataset of Full USPTO retrosynthesis dataset with 1.9M reactions from patents (1976-2016). Predict the reactants needed to synthesize the given product. (1) Given the product [CH2:1]([O:8][C:9](=[O:22])[CH2:10][CH:11]([NH:14][C:15]([O:17][C:18]([CH3:19])([CH3:21])[CH3:20])=[O:16])[C:12]1[NH:27][N:26]=[N:25][N:13]=1)[C:2]1[CH:3]=[CH:4][CH:5]=[CH:6][CH:7]=1, predict the reactants needed to synthesize it. The reactants are: [CH2:1]([O:8][C:9](=[O:22])[CH2:10][CH:11]([NH:14][C:15]([O:17][C:18]([CH3:21])([CH3:20])[CH3:19])=[O:16])[C:12]#[N:13])[C:2]1[CH:7]=[CH:6][CH:5]=[CH:4][CH:3]=1.[Cl-].[NH4+].[N-:25]=[N+:26]=[N-:27].[Na+]. (2) Given the product [NH2:20][C:16]1[N:15]=[C:14]([N:7]2[C:6]3[CH:21]=[C:2]([Br:1])[CH:3]=[CH:4][C:5]=3[N:9]=[C:8]2[O:22][CH:23]2[CH2:24][N:25]([C:27]([O:29][C:30]([CH3:33])([CH3:32])[CH3:31])=[O:28])[CH2:26]2)[CH:19]=[CH:18][N:17]=1, predict the reactants needed to synthesize it. The reactants are: [Br:1][C:2]1[CH:3]=[CH:4][C:5]2[N:9]=[C:8](C(Cl)(Cl)Cl)[N:7]([C:14]3[CH:19]=[CH:18][N:17]=[C:16]([NH2:20])[N:15]=3)[C:6]=2[CH:21]=1.[OH:22][CH:23]1[CH2:26][N:25]([C:27]([O:29][C:30]([CH3:33])([CH3:32])[CH3:31])=[O:28])[CH2:24]1.C(=O)([O-])[O-].[Cs+].[Cs+]. (3) Given the product [CH3:1][O:2][CH2:3][C:4]1[C:5]([N+:14]([O-:16])=[O:15])=[C:6]([CH2:10][C:11]#[N:12])[CH:7]=[CH:8][CH:9]=1, predict the reactants needed to synthesize it. The reactants are: [CH3:1][O:2][CH2:3][C:4]1[C:5]([N+:14]([O-:16])=[O:15])=[C:6]([CH2:10][CH:11]=[N:12]O)[CH:7]=[CH:8][CH:9]=1.C(OC(=O)C)(=O)C. (4) Given the product [CH2:9]1[C:10]2[C:15](=[CH:14][CH:13]=[CH:12][CH:11]=2)[CH2:16][CH2:17][N:8]1[C:6]1[N:7]=[C:2]([C:29]#[N:30])[CH:3]=[C:4]2[C:20]([CH3:21])=[C:19]([CH3:22])[NH:18][C:5]=12, predict the reactants needed to synthesize it. The reactants are: Cl[C:2]1[CH:3]=[C:4]2[C:20]([CH3:21])=[C:19]([CH3:22])[NH:18][C:5]2=[C:6]([N:8]2[CH2:17][CH2:16][C:15]3[C:10](=[CH:11][CH:12]=[CH:13][CH:14]=3)[CH2:9]2)[N:7]=1.C(OCC)(=O)C.[CH3:29][N:30](C)C=O. (5) Given the product [Cl:26][C:27]1[CH:28]=[C:29]([CH2:34][S:35]([NH:38][C:39]2[N:40]=[N:41][C:42]([S:47]([CH:50]([CH3:52])[CH3:51])(=[O:49])=[O:48])=[CH:43][C:44]=2[OH:45])(=[O:36])=[O:37])[CH:30]=[C:31]([Cl:33])[CH:32]=1, predict the reactants needed to synthesize it. The reactants are: ClC1C=C(CS(NC2N=NC(S(CC)(=O)=O)=CC=2O)(=O)=O)C=C(Cl)C=1.[Cl:26][C:27]1[CH:28]=[C:29]([CH2:34][S:35]([NH:38][C:39]2[N:40]=[N:41][C:42]([S:47]([CH:50]([CH3:52])[CH3:51])(=[O:49])=[O:48])=[CH:43][C:44]=2[O:45]C)(=[O:37])=[O:36])[CH:30]=[C:31]([Cl:33])[CH:32]=1.ClC1C=C(CS(NC2N=NC(S(CC)(=O)=O)=CC=2OC)(=O)=O)C=C(Cl)C=1. (6) Given the product [Cl:1][C:2]1[CH:3]=[CH:4][C:5]([O:35][CH:36]([F:37])[F:38])=[C:6]([C:8]2[C:12]([NH:13][C:14]([C:16]3[CH:17]=[N:18][N:19]4[CH:24]=[CH:23][CH:22]=[N:21][C:20]=34)=[O:15])=[CH:11][N:10]([CH2:25][C:26]([N:27]3[CH2:32][CH2:31][CH:30]([NH:49][CH2:48][CH2:47][C:46]#[N:45])[CH2:29][CH2:28]3)=[O:34])[N:9]=2)[CH:7]=1, predict the reactants needed to synthesize it. The reactants are: [Cl:1][C:2]1[CH:3]=[CH:4][C:5]([O:35][CH:36]([F:38])[F:37])=[C:6]([C:8]2[C:12]([NH:13][C:14]([C:16]3[CH:17]=[N:18][N:19]4[CH:24]=[CH:23][CH:22]=[N:21][C:20]=34)=[O:15])=[CH:11][N:10]([CH2:25][C:26](=[O:34])[N:27]3[CH2:32][CH2:31][C:30](=O)[CH2:29][CH2:28]3)[N:9]=2)[CH:7]=1.O1CCOCC1.[NH2:45][CH2:46][CH2:47][C:48]#[N:49].C(O[BH-](OC(=O)C)OC(=O)C)(=O)C.[Na+].